This data is from Forward reaction prediction with 1.9M reactions from USPTO patents (1976-2016). The task is: Predict the product of the given reaction. (1) The product is: [OH:4][C:5]1[CH:12]=[C:11]([OH:13])[CH:10]=[CH:9][C:6]=1[CH:7]1[NH:16][C@H:17]([C:20]([OH:22])=[O:21])[CH2:18][S:19]1. Given the reactants C(O)C.[OH:4][C:5]1[CH:12]=[C:11]([OH:13])[CH:10]=[CH:9][C:6]=1[CH:7]=O.O.Cl.[NH2:16][C@H:17]([C:20]([OH:22])=[O:21])[CH2:18][SH:19].C([O-])(=O)C.[Na+], predict the reaction product. (2) Given the reactants [Br:1][C:2]1[CH:3]=[C:4]([O:20][C:21]2[CH:26]=[CH:25][CH:24]=[CH:23][CH:22]=2)[C:5]([NH:8][C:9]2[S:10][CH:11]=[C:12]([CH2:14][CH2:15][C:16]([NH:18][NH2:19])=[O:17])[N:13]=2)=[N:6][CH:7]=1.C1N=CN([C:32](N2C=NC=C2)=[O:33])C=1, predict the reaction product. The product is: [Br:1][C:2]1[CH:3]=[C:4]([O:20][C:21]2[CH:26]=[CH:25][CH:24]=[CH:23][CH:22]=2)[C:5]([NH:8][C:9]2[S:10][CH:11]=[C:12]([CH2:14][CH2:15][C:16]3[O:17][C:32]([OH:33])=[N:19][N:18]=3)[N:13]=2)=[N:6][CH:7]=1.